Dataset: B-cell epitopes from PDB crystal structures with 447 antigens. Task: Token-level Classification. Given an antigen amino acid sequence, predict which amino acid positions are active epitope sites capable of antibody binding. Output is a list of indices for active positions. (1) Given the antigen sequence: SALHWRAAGAATVLLVIVLLAGSYLAVLAERGAPGAQLITYPRALWWSVETATTVGYGDLYPVTLWGRCVAVVVMVAGITSFGLVTAALATWFVGREQERRGH, which amino acid positions are active epitope sites? The epitope positions are: [22, 23, 26, 27, 28, 29, 30, 31, 32, 33, 34, 35, 36, 37, 38, 39, 40, 41, 42, 43... (27 total positions)]. The amino acids at these positions are: SYVLAERGAPGAQLITYPRALWSVETA. (2) Given the antigen sequence: SQPDPKPDELHKSSKFTGLMENMKVLYDDNHVSAINVKSIDQFLYFDLIYSIKDTKLGNYDNVRVEFKNKDLADKYKDKYVDVFGANYYYQCYFSRKTCMYGGVTEHNGNQLDKYRSITVRVFEDGKNLLSFDVQTNKKKVTAQELDYLTRHYLVKNKKLYEFNNSPYETGYIKFIENENSFWYDMMPAPGDKFDQSKYLMMYNDNKMVDSKDVKIEVYLTTK, which amino acid positions are active epitope sites? The epitope positions are: [16, 17, 18, 20, 21, 24, 27, 28, 29, 56, 57, 58, 86, 88, 95, 162, 163, 192]. The amino acids at these positions are: TGLENVDDNLGNNYRFNK. (3) The epitope positions are: [52, 54, 56, 57, 60, 61, 64, 157, 290, 318, 319, 321, 325]. The amino acids at these positions are: QSEEERRDSEHEL. Given the antigen sequence: MNHKSKKRIREAKRSARPELKDSLDWTRHNYYESFSLSPAAVADNVERADALQLSVEEFVERYERPYKPVVLLNAQEGWSAQEKWTLERLKRKYRNQKFKCGEDNDGYSVKMKMKYYIEYMESTRDDSPLYIFDSSYGEHPKRRKLLEDYKVPKFFTDDLFQYAGEKRRPPYRWFVMGPPRSGTGIHIDPLGTSAWNALVQGHKRWCLFPTSTPRELIKVTRDEGGNQQDEAITWFNVIYPRTQLPTWPPEFKPLEILQKPGETVFVPGGWWHVVLNLDTTIAITQNFASSTNFPVVWHKTVRGRPKLSRKWYRILKQEHPELAVLADSVDLQE, which amino acid positions are active epitope sites? (4) Given the antigen sequence: PISPIETVPVKLKPGMDGPKVKQWPLTEEKIKALVEICTEMEKEGKISKIGPENPYNTPVFAIKKKDSTKWRKLVDFRELNKRTQDFWEVQLGIPHPAGLKKKKSVTVLDVGDAYFSVPLDEDFRKYTAFTIPSINNETPGIRYQYNVLPQGWKGSPAIFQSSMTKILEPFKKQNPDIVIYQYMDDLYVGSDLEIGQHRTKIEELRQHLLRWGLTTPDKKHQKEPPFLWMGYELHPDKWTVQPIVLPEKDSWTVNDIQKLVGKLNWASQIYPGIKVRQLSKLLRGTKALTEVIPLTEEAELELAENREILKEPVHGVYYDPSKDLIAEIQKQGQGQWTYQIYQEPFKNLKTGKYARMRGAHTNDVKQLTEAVQKITTESIVIWGKTPKFKLPIQKETWETWWTEYWQATWIPEWEFVNTPPLVKLWYQ, which amino acid positions are active epitope sites? The epitope positions are: [198, 199, 221, 222, 223, 224, 225, 226, 227, 228, 229, 230, 357, 358]. The amino acids at these positions are: RTQKEPPFLWMGRG. (5) Given the antigen sequence: DPGDQICIGYHANNSTEQVDTIMEKNVTVTHAQDILEKKHNGKLCDLDGVKPLILRDCSVAGWLLGNPMCDEFINVPEWSYIVEKANPVNDLCYPGDFNDYEELKHLLSRINHFEKIQIIPKSSWSSHEASLGVSSACPYQGKSSFFRNVVWLIKKNSTYPTIKRSYNNTNQEDLLVLWGIHHPNDAAEQTKLYQNPTTYISVGTSTLNQRLVPRIATRSKVNGQSGRMEFFWTILKPNDAINFESNGNFIAPEYAYKIVKKGDSTIMKSELEYGNCNTKCQTPMGAINSSMPFHNIHPLTIGECPKYVKSNRLVLATGLRNSP, which amino acid positions are active epitope sites? The epitope positions are: [29, 30, 31, 32, 33, 34, 289, 290, 291, 292, 316, 317]. The amino acids at these positions are: THAQDISSMPAT.